Dataset: Forward reaction prediction with 1.9M reactions from USPTO patents (1976-2016). Task: Predict the product of the given reaction. (1) Given the reactants [CH3:1][N:2]([S:23]([C:26]1[CH:27]=[N:28][CH:29]=[CH:30][CH:31]=1)(=[O:25])=[O:24])[C:3]1[CH:4]=[CH:5][CH:6]=[C:7]2[C:11]=1[NH:10][C:9]([C:12]1[S:13][CH:14]([CH2:17][C:18](OCC)=[O:19])[CH2:15][N:16]=1)=[CH:8]2.[OH-].[Na+].C(O)(=O)CC(CC(O)=O)(C(O)=O)O.Cl.C[N:49](C)CCCN=C=NCC, predict the reaction product. The product is: [CH3:1][N:2]([S:23]([C:26]1[CH:27]=[N:28][CH:29]=[CH:30][CH:31]=1)(=[O:24])=[O:25])[C:3]1[CH:4]=[CH:5][CH:6]=[C:7]2[C:11]=1[NH:10][C:9]([C:12]1[S:13][CH:14]([CH2:17][C:18]([NH2:49])=[O:19])[CH2:15][N:16]=1)=[CH:8]2. (2) Given the reactants [C:1]([OH:9])(=[O:8])[C:2]1[CH:7]=[CH:6]N=CC=1.[CH:10]1C=CC(P(C2C=CC=CC=2)C2C=CC=CC=2)=CC=1.[CH3:29][CH:30]([O:32]C(/N=N/C(OC(C)C)=O)=O)C, predict the reaction product. The product is: [CH3:10][O:9][C:1](=[O:8])[CH2:2][C@@H:7]1[CH2:6][CH2:29][CH2:30][O:32]1. (3) The product is: [O:29]=[S:26]1(=[O:30])[CH2:25][CH2:24][N:23]([CH2:22][C@@H:20]2[CH2:21][C@H:18]([N:8]3[C:4]4[N:5]=[CH:6][N:7]=[C:2]([NH2:1])[C:3]=4[C:10]([C:11]4[CH:16]=[CH:15][CH:14]=[C:13]([O:17][CH2:31][C@@H:32]5[CH2:33][CH2:34][CH2:35][O:36]5)[CH:12]=4)=[CH:9]3)[CH2:19]2)[CH2:28][CH2:27]1. Given the reactants [NH2:1][C:2]1[C:3]2[C:10]([C:11]3[CH:12]=[C:13]([OH:17])[CH:14]=[CH:15][CH:16]=3)=[CH:9][N:8]([C@H:18]3[CH2:21][C@@H:20]([CH2:22][N:23]4[CH2:28][CH2:27][S:26](=[O:30])(=[O:29])[CH2:25][CH2:24]4)[CH2:19]3)[C:4]=2[N:5]=[CH:6][N:7]=1.[CH2:31](O)[C@H:32]1[O:36][CH2:35][CH2:34][CH2:33]1, predict the reaction product.